Dataset: Reaction yield outcomes from USPTO patents with 853,638 reactions. Task: Predict the reaction yield, written as a fraction of the theoretical maximum amount of product (1.0 means a 100% yield; for example, 0.34 means a 34% yield). The reactants are C([O:4][CH2:5][C:6]([N:8]1[CH2:13][CH2:12][CH:11]([NH:14][C:15]([C:17]2[N:29]([CH3:30])[C:28]3[C:27]4[CH:26]=[CH:25][CH:24]=[CH:23][C:22]=4[N:21]([CH2:31][C:32]4[CH:37]=[CH:36][CH:35]=[C:34]([CH3:38])[N:33]=4)[C:20](=[O:39])[C:19]=3[C:18]=2[O:40][CH3:41])=[O:16])[CH2:10][CH2:9]1)=[O:7])(=O)C.C(=O)([O-])[O-].[K+].[K+].CO.O. The catalyst is C1COCC1.C(=O)([O-])O.[Na+]. The product is [OH:4][CH2:5][C:6]([N:8]1[CH2:13][CH2:12][CH:11]([NH:14][C:15]([C:17]2[N:29]([CH3:30])[C:28]3[C:27]4[CH:26]=[CH:25][CH:24]=[CH:23][C:22]=4[N:21]([CH2:31][C:32]4[CH:37]=[CH:36][CH:35]=[C:34]([CH3:38])[N:33]=4)[C:20](=[O:39])[C:19]=3[C:18]=2[O:40][CH3:41])=[O:16])[CH2:10][CH2:9]1)=[O:7]. The yield is 0.110.